Dataset: Reaction yield outcomes from USPTO patents with 853,638 reactions. Task: Predict the reaction yield, written as a fraction of the theoretical maximum amount of product (1.0 means a 100% yield; for example, 0.34 means a 34% yield). (1) The reactants are [H-].[Na+].[OH:3][C:4]1[CH:9]=[CH:8][C:7]([C:10]2[CH:11]=[C:12]([C:18]#[N:19])[C:13](=[O:17])[NH:14][C:15]=2[CH3:16])=[CH:6][CH:5]=1.Br[CH2:21][C:22]([O:24][CH2:25][CH3:26])=[O:23]. The catalyst is CN(C)C=O. The product is [CH2:25]([O:24][C:22](=[O:23])[CH2:21][O:3][C:4]1[CH:5]=[CH:6][C:7]([C:10]2[CH:11]=[C:12]([C:18]#[N:19])[C:13](=[O:17])[NH:14][C:15]=2[CH3:16])=[CH:8][CH:9]=1)[CH3:26]. The yield is 0.290. (2) The reactants are COC1C=CC(C[NH:8][C:9]2[C:13]3[CH:14]=[CH:15][C:16]([CH3:33])=[C:17]([C:18]4[CH:23]=[C:22]5[NH:24][C:25](=[O:32])[C:26]6([CH2:31][CH2:30][O:29][CH2:28][CH2:27]6)[C:21]5=[CH:20][CH:19]=4)[C:12]=3[O:11][N:10]=2)=CC=1.FC(F)(F)C(O)=O.O.C(=O)([O-])O.[Na+]. The catalyst is ClCCl.C(OCC)(=O)C. The product is [NH2:8][C:9]1[C:13]2[CH:14]=[CH:15][C:16]([CH3:33])=[C:17]([C:18]3[CH:23]=[C:22]4[NH:24][C:25](=[O:32])[C:26]5([CH2:27][CH2:28][O:29][CH2:30][CH2:31]5)[C:21]4=[CH:20][CH:19]=3)[C:12]=2[O:11][N:10]=1. The yield is 0.440. (3) The reactants are [N+:1]([CH:4]1[CH2:9][CH2:8][CH2:7][CH:6]([CH2:10][C:11]([O:13][CH3:14])=[O:12])[CH2:5]1)([O-])=O.[CH2:15](N(CC)CC)C.[Cl:22][C:23]1[CH:28]=[CH:27][CH:26]=[C:25]([F:29])[C:24]=1[C:30]1[C:34]([C:35](Cl)=[O:36])=[C:33]([CH3:38])[O:32]N=1.C(Cl)(Cl)Cl. The catalyst is C(O)(=O)C.ClCCl.O=[Pt]=O. The product is [Cl:22][C:23]1[CH:28]=[CH:27][CH:26]=[C:25]([F:29])[C:24]=1[C:30]1[C:34]([C:35]([NH:1][CH:4]2[CH2:9][CH2:8][CH2:7][CH:6]([CH2:10][C:11]([O:13][CH3:14])=[O:12])[CH2:5]2)=[O:36])=[C:33]([CH3:38])[O:32][CH:15]=1. The yield is 0.290.